This data is from Full USPTO retrosynthesis dataset with 1.9M reactions from patents (1976-2016). The task is: Predict the reactants needed to synthesize the given product. (1) Given the product [F:21][C:22]1[CH:27]=[CH:26][CH:25]=[CH:24][C:23]=1[N:28]1[CH2:33][CH2:32][N:31]([CH2:15][CH2:14][CH2:13][C:12]2[N:8]([C:5]3[CH:6]=[CH:7][C:2]([Cl:1])=[CH:3][CH:4]=3)[N:9]=[C:10]([CH2:17][CH2:18][CH2:19][CH3:20])[CH:11]=2)[CH2:30][CH2:29]1, predict the reactants needed to synthesize it. The reactants are: [Cl:1][C:2]1[CH:7]=[CH:6][C:5]([N:8]2[C:12]([CH2:13][CH2:14][CH:15]=O)=[CH:11][C:10]([CH2:17][CH2:18][CH2:19][CH3:20])=[N:9]2)=[CH:4][CH:3]=1.[F:21][C:22]1[CH:27]=[CH:26][CH:25]=[CH:24][C:23]=1[N:28]1[CH2:33][CH2:32][NH:31][CH2:30][CH2:29]1.[BH-](OC(C)=O)(OC(C)=O)OC(C)=O.[Na+]. (2) Given the product [C:44]([C:48]1[CH:64]=[CH:63][C:51]([CH2:52][N:53]([CH2:54][CH2:55][C:56]2[CH:61]=[CH:60][CH:59]=[C:58]([Cl:62])[CH:57]=2)[C:10]([C:8]2[CH:7]=[CH:6][CH:5]=[C:4]3[C:9]=2[NH:1][CH:2]=[CH:3]3)=[O:12])=[CH:50][CH:49]=1)([CH3:47])([CH3:45])[CH3:46], predict the reactants needed to synthesize it. The reactants are: [NH:1]1[C:9]2[C:4](=[CH:5][CH:6]=[CH:7][C:8]=2[C:10]([OH:12])=O)[CH:3]=[CH:2]1.CN(C(ON1N=NC2C=CC=CC1=2)=[N+](C)C)C.[B-](F)(F)(F)F.C(N(CC)C(C)C)(C)C.[C:44]([C:48]1[CH:64]=[CH:63][C:51]([CH2:52][NH:53][CH2:54][CH2:55][C:56]2[CH:61]=[CH:60][CH:59]=[C:58]([Cl:62])[CH:57]=2)=[CH:50][CH:49]=1)([CH3:47])([CH3:46])[CH3:45]. (3) Given the product [C:3]1([CH:11]([C:13]2[CH:22]=[CH:21][CH:16]=[CH:15][CH:14]=2)[OH:12])[CH:4]=[CH:5][CH:6]=[CH:1][CH:2]=1, predict the reactants needed to synthesize it. The reactants are: [CH3:1][CH2:2][CH2:3][CH2:4][CH3:5].[C:6]([Li])(C)(C)C.[CH:11]([C:13]1[CH:22]=[CH:21][C:16](C(OC)=O)=[CH:15][C:14]=1O)=[O:12].[Cl-].[NH4+].O.